From a dataset of Full USPTO retrosynthesis dataset with 1.9M reactions from patents (1976-2016). Predict the reactants needed to synthesize the given product. Given the product [Cl:8][C:6]1[CH:5]=[C:4]([C:9]2([C:28]([F:31])([F:29])[F:30])[O:13][N:12]=[C:11]([C:14]3[CH:19]=[CH:18][C:17]([S:20]([CH:21]4[CH2:25][CH2:24][NH:23][C:22]4=[O:26])=[O:40])=[C:16]([CH3:27])[CH:15]=3)[CH2:10]2)[CH:3]=[C:2]([Cl:1])[CH:7]=1, predict the reactants needed to synthesize it. The reactants are: [Cl:1][C:2]1[CH:3]=[C:4]([C:9]2([C:28]([F:31])([F:30])[F:29])[O:13][N:12]=[C:11]([C:14]3[CH:19]=[CH:18][C:17]([S:20][CH:21]4[CH2:25][CH2:24][NH:23][C:22]4=[O:26])=[C:16]([CH3:27])[CH:15]=3)[CH2:10]2)[CH:5]=[C:6]([Cl:8])[CH:7]=1.C1C=C(Cl)C=C(C(OO)=[O:40])C=1.O.